Predict the reaction yield, written as a fraction of the theoretical maximum amount of product (1.0 means a 100% yield; for example, 0.34 means a 34% yield). From a dataset of Reaction yield outcomes from USPTO patents with 853,638 reactions. (1) The reactants are C(O)(C(F)(F)F)=O.[C:8]12([C:18]3[CH:19]=[C:20]([C:44]4[CH:49]=[CH:48][C:47](/[CH:50]=[CH:51]/[C:52]([O:54]C(C)(C)C)=[O:53])=[CH:46][CH:45]=4)[CH:21]=[CH:22][C:23]=3[O:24][C:25](=[O:43])[CH2:26][CH2:27][CH2:28][CH2:29][CH2:30][CH2:31][CH2:32][CH:33]=[CH:34][CH2:35][CH:36]=[CH:37][CH2:38][CH2:39][CH2:40][CH2:41][CH3:42])[CH2:17][CH:12]3[CH2:13][CH:14]([CH2:16][CH:10]([CH2:11]3)[CH2:9]1)[CH2:15]2. The catalyst is C(Cl)Cl. The product is [C:8]12([C:18]3[CH:19]=[C:20]([C:44]4[CH:45]=[CH:46][C:47]([CH:50]=[CH:51][C:52]([OH:54])=[O:53])=[CH:48][CH:49]=4)[CH:21]=[CH:22][C:23]=3[O:24][C:25](=[O:43])[CH2:26][CH2:27][CH2:28][CH2:29][CH2:30][CH2:31][CH2:32]/[CH:33]=[CH:34]/[CH2:35][CH:36]=[CH:37][CH2:38][CH2:39][CH2:40][CH2:41][CH3:42])[CH2:9][CH:10]3[CH2:11][CH:12]([CH2:13][CH:14]([CH2:16]3)[CH2:15]1)[CH2:17]2. The yield is 0.990. (2) The reactants are [C:1]([NH:4][C:5]1[N:10]=[CH:9][C:8]([NH:11][C:12](=[O:22])[C:13]2[C:18]([F:19])=[CH:17][CH:16]=[C:15]([NH2:20])[C:14]=2[F:21])=[CH:7][CH:6]=1)(=[O:3])[CH3:2].[CH2:23]([S:26](Cl)(=[O:28])=[O:27])[CH2:24][CH3:25]. The catalyst is N1C=CC=CC=1. The product is [C:1]([NH:4][C:5]1[N:10]=[CH:9][C:8]([NH:11][C:12](=[O:22])[C:13]2[C:18]([F:19])=[CH:17][CH:16]=[C:15]([NH:20][S:26]([CH2:23][CH2:24][CH3:25])(=[O:28])=[O:27])[C:14]=2[F:21])=[CH:7][CH:6]=1)(=[O:3])[CH3:2]. The yield is 0.0100. (3) The reactants are [CH3:1][C:2]([CH3:5])([O-:4])[CH3:3].[K+].[CH2:7]([C:22]([CH2:40][O:41][CH2:42][CH2:43][O:44][CH2:45][CH2:46][O:47][CH2:48][CH2:49][O:50][CH2:51][CH2:52][O:53][CH3:54])([CH2:38][OH:39])[CH2:23][O:24][CH2:25][CH2:26][O:27][CH2:28][CH2:29][O:30][CH2:31][CH2:32][O:33][CH2:34][CH2:35][O:36][CH3:37])[O:8][CH2:9][CH2:10][O:11][CH2:12][CH2:13][O:14][CH2:15][CH2:16][O:17][CH2:18][CH2:19][O:20][CH3:21].[CH2:55]([O:57]CC)[CH3:56]. The catalyst is C1COCC1.[Cl-].[Na+].O. The product is [CH2:23]([C:22]([CH2:40][O:41][CH2:42][CH2:43][O:44][CH2:45][CH2:46][O:47][CH2:48][CH2:49][O:50][CH2:51][CH2:52][O:53][CH3:54])([CH2:38][O:39][CH2:56][C:55]([O:4][C:2]([CH3:5])([CH3:3])[CH3:1])=[O:57])[CH2:7][O:8][CH2:9][CH2:10][O:11][CH2:12][CH2:13][O:14][CH2:15][CH2:16][O:17][CH2:18][CH2:19][O:20][CH3:21])[O:24][CH2:25][CH2:26][O:27][CH2:28][CH2:29][O:30][CH2:31][CH2:32][O:33][CH2:34][CH2:35][O:36][CH3:37]. The yield is 0.520. (4) The reactants are C(CCC1C(CCCCCCOC2C=C(C3C=CC(F)=C(F)C=3)C=C(C(=O)N(C)C)C=2)=CC=CC=1OCCCC(O)=O)(O)=O.C([O:47][C:48](=[O:102])[CH2:49][CH2:50][CH2:51][O:52][C:53]1[CH:58]=[CH:57][CH:56]=[C:55]([CH2:59][CH2:60][CH2:61][CH2:62][CH2:63][CH2:64][O:65][C:66]2[CH:71]=[C:70]([C:72](=[O:85])[NH:73][CH2:74][C:75]3[CH:80]=[CH:79][CH:78]=[CH:77][C:76]=3[O:81][CH:82]([F:84])[F:83])[CH:69]=[C:68]([C:86]3[CH:94]=[CH:93][C:89]4[O:90][CH2:91][O:92][C:88]=4[CH:87]=3)[CH:67]=2)[C:54]=1[CH2:95][CH2:96][C:97]([O:99]CC)=[O:98])C.[OH-].[Na+]. The catalyst is C1COCC1.CCO. The product is [O:90]1[C:89]2[CH:93]=[CH:94][C:86]([C:68]3[CH:67]=[C:66]([CH:71]=[C:70]([C:72](=[O:85])[NH:73][CH2:74][C:75]4[CH:80]=[CH:79][CH:78]=[CH:77][C:76]=4[O:81][CH:82]([F:83])[F:84])[CH:69]=3)[O:65][CH2:64][CH2:63][CH2:62][CH2:61][CH2:60][CH2:59][C:55]3[C:54]([CH2:95][CH2:96][C:97]([OH:99])=[O:98])=[C:53]([CH:58]=[CH:57][CH:56]=3)[O:52][CH2:51][CH2:50][CH2:49][C:48]([OH:102])=[O:47])=[CH:87][C:88]=2[O:92][CH2:91]1. The yield is 0.870.